Dataset: Full USPTO retrosynthesis dataset with 1.9M reactions from patents (1976-2016). Task: Predict the reactants needed to synthesize the given product. (1) Given the product [F:1][C:2]1[CH:3]=[C:4]2[C:9]([OH:10])=[C:8]([C:11]3[NH:16][C:15]4[CH:17]=[CH:18][C:19]([NH:59][S:56]([CH3:55])(=[O:58])=[O:57])=[CH:20][C:14]=4[S:13](=[O:23])(=[O:22])[N:12]=3)[C:7](=[O:24])[N:6]([CH2:25][CH2:26][CH:27]([CH3:29])[CH3:28])[N:5]2[CH:30]=1, predict the reactants needed to synthesize it. The reactants are: [F:1][C:2]1[CH:3]=[C:4]2[C:9]([OH:10])=[C:8]([C:11]3[NH:16][C:15]4[CH:17]=[CH:18][C:19](I)=[CH:20][C:14]=4[S:13](=[O:23])(=[O:22])[N:12]=3)[C:7](=[O:24])[N:6]([CH2:25][CH2:26][CH:27]([CH3:29])[CH3:28])[N:5]2[CH:30]=1.[O-]P(OP(OP([O-])([O-])=O)([O-])=O)(=O)[O-].[K+].[K+].[K+].[K+].[K+].N(CC(O)=O)C.[CH3:55][S:56]([NH2:59])(=[O:58])=[O:57]. (2) Given the product [Cl:60][CH:34]([C:28]1[CH:29]=[CH:30][C:31]([F:33])=[CH:32][C:27]=1[F:26])[C:36]1[N:40]([CH3:41])[N:39]=[C:38]([CH3:42])[C:37]=1[C:43]1[C:48]([F:49])=[CH:47][CH:46]=[CH:45][C:44]=1[F:50], predict the reactants needed to synthesize it. The reactants are: FC1C=CC=C(F)C=1C(C1N(C)N=C(C)C=1C1C(F)=CC=CC=1F)O.[F:26][C:27]1[CH:32]=[C:31]([F:33])[CH:30]=[CH:29][C:28]=1[CH:34]([C:36]1[N:40]([CH3:41])[N:39]=[C:38]([CH3:42])[C:37]=1[C:43]1[C:48]([F:49])=[CH:47][CH:46]=[CH:45][C:44]=1[F:50])O.C(N(CC)CC)C.S(Cl)([Cl:60])=O. (3) Given the product [Br:1][C:16]1[C:7]([CH:3]2[CH2:4][CH2:5][CH2:6]2)=[CH:8][C:9]([O:17][CH2:18][CH3:19])=[C:10]([CH:15]=1)[C:11]([O:13][CH3:14])=[O:12], predict the reactants needed to synthesize it. The reactants are: [Br:1]Br.[CH:3]1([C:7]2[CH:16]=[CH:15][C:10]([C:11]([O:13][CH3:14])=[O:12])=[C:9]([O:17][CH2:18][CH3:19])[CH:8]=2)[CH2:6][CH2:5][CH2:4]1.C(O)(=O)C.C(=O)([O-])O.[Na+]. (4) Given the product [CH2:11]([C:10]1[C:3]([O:2][CH3:1])=[C:4]([C:7]([CH3:14])=[CH:8][C:9]=1[O:12][CH3:13])[CH:5]=[O:6])[CH2:16][CH2:15][CH3:19], predict the reactants needed to synthesize it. The reactants are: [CH3:1][O:2][C:3]1[C:10]([CH3:11])=[C:9]([O:12][CH3:13])[CH:8]=[C:7]([CH3:14])[C:4]=1[CH:5]=[O:6].[CH2:15]([C:19]1C(OC)=CC(C)=CC=1OC)[CH2:16]CC.O=P(Cl)(Cl)Cl.CN(C=O)C. (5) Given the product [CH3:3][C:4]1[C:9]([CH3:10])=[CH:8][CH:7]=[CH:6][C:5]=1[O:11][C:13]([CH3:18])([CH3:17])[C:14]([OH:16])=[O:15], predict the reactants needed to synthesize it. The reactants are: [OH-].[Na+].[CH3:3][C:4]1[C:9]([CH3:10])=[CH:8][CH:7]=[CH:6][C:5]=1[OH:11].Br[C:13]([CH3:18])([CH3:17])[C:14]([OH:16])=[O:15].Cl.